From a dataset of Forward reaction prediction with 1.9M reactions from USPTO patents (1976-2016). Predict the product of the given reaction. (1) Given the reactants [CH2:1]([C:3]([C:21]1[CH:26]=[CH:25][C:24]([OH:27])=[C:23]([CH3:28])[CH:22]=1)([C:6]1[CH:11]=[CH:10][C:9]([C:12]#[C:13][C:14]([CH2:18][CH3:19])([OH:17])[CH2:15][CH3:16])=[C:8]([CH3:20])[CH:7]=1)[CH2:4][CH3:5])[CH3:2].[CH2:29]([O:31][C:32](=[O:39])[CH2:33][CH2:34][CH2:35][CH2:36][CH2:37]Br)[CH3:30], predict the reaction product. The product is: [CH2:29]([O:31][C:32](=[O:39])[CH2:33][CH2:34][CH2:35][CH2:36][CH2:37][O:27][C:24]1[CH:25]=[CH:26][C:21]([C:3]([CH2:4][CH3:5])([C:6]2[CH:11]=[CH:10][C:9]([C:12]#[C:13][C:14]([CH2:15][CH3:16])([OH:17])[CH2:18][CH3:19])=[C:8]([CH3:20])[CH:7]=2)[CH2:1][CH3:2])=[CH:22][C:23]=1[CH3:28])[CH3:30]. (2) Given the reactants [CH2:1]1[CH:6]([NH2:7])[CH2:5][CH2:4][CH:3]([OH:8])[CH2:2]1.[C:9]([Si:13](Cl)([CH3:15])[CH3:14])([CH3:12])([CH3:11])[CH3:10].N1C=CN=C1, predict the reaction product. The product is: [Si:13]([O:8][C@H:3]1[CH2:4][CH2:5][C@H:6]([NH2:7])[CH2:1][CH2:2]1)([C:9]([CH3:12])([CH3:11])[CH3:10])([CH3:15])[CH3:14]. (3) Given the reactants C(OC([N:8]1[CH2:13][CH2:12][C:11](=O)[CH2:10][CH2:9]1)=O)(C)(C)C.[CH2:15]([NH2:22])[C:16]1[CH:21]=[CH:20][CH:19]=[CH:18][CH:17]=1.[N+]([CH:26]=[CH:27][C:28]1[CH:33]=[CH:32][C:31]([OH:34])=[CH:30][CH:29]=1)([O-])=O, predict the reaction product. The product is: [CH2:15]([N:22]1[C:11]2[CH2:10][CH2:9][NH:8][CH2:13][C:12]=2[C:27]([C:28]2[CH:33]=[CH:32][C:31]([OH:34])=[CH:30][CH:29]=2)=[CH:26]1)[C:16]1[CH:21]=[CH:20][CH:19]=[CH:18][CH:17]=1. (4) Given the reactants [Br:1][C:2]1[CH:3]=[CH:4][C:5]2[S:9](=[O:11])(=[O:10])[NH:8][CH:7]([CH3:12])[C:6]=2[CH:13]=1.Cl[CH2:15][C:16]([N:18]1[CH2:23][CH2:22][O:21][CH2:20][CH2:19]1)=[O:17].C([O-])([O-])=O.[K+].[K+], predict the reaction product. The product is: [Br:1][C:2]1[CH:3]=[CH:4][C:5]2[S:9](=[O:10])(=[O:11])[N:8]([CH2:15][C:16]([N:18]3[CH2:23][CH2:22][O:21][CH2:20][CH2:19]3)=[O:17])[CH:7]([CH3:12])[C:6]=2[CH:13]=1. (5) The product is: [ClH:26].[CH2:19]([S:18][C:9]1[NH:8][C@H:7]([C:1]2[CH:2]=[CH:3][CH:4]=[CH:5][CH:6]=2)[C@H:11]([C:12]2[CH:13]=[CH:14][CH:15]=[CH:16][CH:17]=2)[N:10]=1)[C:20]1[CH:25]=[CH:24][CH:23]=[CH:22][CH:21]=1. Given the reactants [C:1]1([C@H:7]2[C@@H:11]([C:12]3[CH:17]=[CH:16][CH:15]=[CH:14][CH:13]=3)[NH:10][C:9](=[S:18])[NH:8]2)[CH:6]=[CH:5][CH:4]=[CH:3][CH:2]=1.[CH2:19]([Cl:26])[C:20]1[CH:25]=[CH:24][CH:23]=[CH:22][CH:21]=1, predict the reaction product.